Dataset: Reaction yield outcomes from USPTO patents with 853,638 reactions. Task: Predict the reaction yield, written as a fraction of the theoretical maximum amount of product (1.0 means a 100% yield; for example, 0.34 means a 34% yield). (1) The reactants are B1([O-])OO1.[OH2:5].O.O.O.[Na+].[CH3:10][N:11]([C:18]1[S:19][C:20]([C:23]2[CH:24]=[N:25][CH:26]=[CH:27][CH:28]=2)=[N:21][N:22]=1)[C:12](=[O:17])[CH2:13][CH2:14][S:15][CH3:16]. The catalyst is C(O)(=O)C.C(=O)(O)[O-].[Na+]. The product is [CH3:10][N:11]([C:18]1[S:19][C:20]([C:23]2[CH:24]=[N:25][CH:26]=[CH:27][CH:28]=2)=[N:21][N:22]=1)[C:12](=[O:17])[CH2:13][CH2:14][S:15]([CH3:16])=[O:5]. The yield is 0.780. (2) The reactants are [N+:1]([C:4]1[CH:15]=[CH:14][C:7]([C:8]([NH:10][CH2:11][CH2:12][CH3:13])=[O:9])=[CH:6][CH:5]=1)([O-])=O.CCO.[H][H]. The catalyst is CCOC(C)=O.[Pd]. The product is [NH2:1][C:4]1[CH:5]=[CH:6][C:7]([C:8]([NH:10][CH2:11][CH2:12][CH3:13])=[O:9])=[CH:14][CH:15]=1. The yield is 0.910. (3) The reactants are CO[C:3]1[C:8]([O:9]C)=[CH:7][C:6]2[O:11][CH2:12][O:13][C:5]=2[CH:4]=1.C1C(C=O)=CC2OCOC=2C=1.C(O)=O.OO. No catalyst specified. The product is [CH2:12]1[O:13][C:5]2[CH:4]=[CH:3][C:8]([OH:9])=[CH:7][C:6]=2[O:11]1. The yield is 0.510.